Dataset: Peptide-MHC class I binding affinity with 185,985 pairs from IEDB/IMGT. Task: Regression. Given a peptide amino acid sequence and an MHC pseudo amino acid sequence, predict their binding affinity value. This is MHC class I binding data. (1) The peptide sequence is VIPAKKII. The MHC is Mamu-B17 with pseudo-sequence Mamu-B17. The binding affinity (normalized) is 0. (2) The peptide sequence is FTSAALRNLCF. The MHC is Mamu-A01 with pseudo-sequence Mamu-A01. The binding affinity (normalized) is 0.731.